From a dataset of Forward reaction prediction with 1.9M reactions from USPTO patents (1976-2016). Predict the product of the given reaction. Given the reactants [CH3:1][O:2][C:3]1[CH:4]=[CH:5][C:6]([C:10]2[S:11][C:12]3[CH:18]=[C:17]([O:19][CH3:20])[CH:16]=[CH:15][C:13]=3[N:14]=2)=[C:7]([NH2:9])[CH:8]=1.[N:21]1([CH2:27][CH2:28][O:29][C:30]2[CH:37]=[CH:36][C:33]([CH:34]=O)=[CH:32][CH:31]=2)[CH2:26][CH2:25][CH2:24][CH2:23][CH2:22]1.N, predict the reaction product. The product is: [CH3:1][O:2][C:3]1[CH:4]=[CH:5][C:6]([C:10]2[S:11][C:12]3[CH:18]=[C:17]([O:19][CH3:20])[CH:16]=[CH:15][C:13]=3[N:14]=2)=[C:7]([NH:9][CH2:34][C:33]2[CH:32]=[CH:31][C:30]([O:29][CH2:28][CH2:27][N:21]3[CH2:26][CH2:25][CH2:24][CH2:23][CH2:22]3)=[CH:37][CH:36]=2)[CH:8]=1.